This data is from CYP2C9 inhibition data for predicting drug metabolism from PubChem BioAssay. The task is: Regression/Classification. Given a drug SMILES string, predict its absorption, distribution, metabolism, or excretion properties. Task type varies by dataset: regression for continuous measurements (e.g., permeability, clearance, half-life) or binary classification for categorical outcomes (e.g., BBB penetration, CYP inhibition). Dataset: cyp2c9_veith. (1) The drug is COc1ccccc1CNc1nc(-c2ccccc2OC)nc2ccccc12. The result is 0 (non-inhibitor). (2) The drug is COc1ccc(F)cc1S(=O)(=O)NC(Cc1ccccc1)C(N)=O. The result is 0 (non-inhibitor).